This data is from Full USPTO retrosynthesis dataset with 1.9M reactions from patents (1976-2016). The task is: Predict the reactants needed to synthesize the given product. (1) Given the product [C@:1]12([CH3:30])[C:7]([CH3:8])([CH3:9])[CH:4]([CH2:5][CH2:6]1)[CH2:3][CH:2]2[C:10]([O:12][C@@H:13]([C:18]1[CH:23]=[C:22]([O:24][CH3:25])[C:21]([I:26])=[CH:20][C:19]=1[N+:27]([O-:29])=[O:28])[C:14]([CH3:15])([CH3:16])[CH3:17])=[O:11], predict the reactants needed to synthesize it. The reactants are: [C@:1]12([CH3:30])[C:7]([CH3:9])([CH3:8])[CH:4]([CH2:5][CH2:6]1)[CH2:3][CH:2]2[C:10]([O:12][CH:13]([C:18]1[CH:23]=[C:22]([O:24][CH3:25])[C:21]([I:26])=[CH:20][C:19]=1[N+:27]([O-:29])=[O:28])[C:14]([CH3:17])([CH3:16])[CH3:15])=[O:11]. (2) Given the product [CH2:1]([N:8]([CH3:26])[C:9]([C:11]1([C:20]2[CH:25]=[CH:24][CH:23]=[CH:22][CH:21]=2)[CH2:12][CH2:13][N:14]([CH2:17][CH2:18][NH:19][C:28]([NH:27][C:30]2[CH:35]=[C:34](/[CH:36]=[CH:37]/[C:38]3[CH:43]=[CH:42][CH:41]=[CH:40][CH:39]=3)[N:33]=[C:32]([CH3:44])[CH:31]=2)=[O:29])[CH2:15][CH2:16]1)=[O:10])[C:2]1[CH:3]=[CH:4][CH:5]=[CH:6][CH:7]=1, predict the reactants needed to synthesize it. The reactants are: [CH2:1]([N:8]([CH3:26])[C:9]([C:11]1([C:20]2[CH:25]=[CH:24][CH:23]=[CH:22][CH:21]=2)[CH2:16][CH2:15][N:14]([CH2:17][CH2:18][NH2:19])[CH2:13][CH2:12]1)=[O:10])[C:2]1[CH:7]=[CH:6][CH:5]=[CH:4][CH:3]=1.[N:27]([C:30]1[CH:35]=[C:34](/[CH:36]=[CH:37]/[C:38]2[CH:43]=[CH:42][CH:41]=[CH:40][CH:39]=2)[N:33]=[C:32]([CH3:44])[CH:31]=1)=[C:28]=[O:29]. (3) Given the product [C:9]([N:5]1[CH2:4][CH:3]([CH2:2][OH:1])[O:7][C:6]1=[O:8])([CH3:12])([CH3:11])[CH3:10], predict the reactants needed to synthesize it. The reactants are: [OH:1][CH2:2][CH:3]1[O:7][C:6](=[O:8])[N:5]([CH:9]([CH3:11])[CH3:10])[CH2:4]1.[CH:12](N)(C)C. (4) Given the product [C:1]([C:5]1[N:9]([CH3:21])[C:8]([C:10]([O:12][CH3:13])=[O:11])=[C:7]([N+:14]([O-:16])=[O:15])[CH:6]=1)([CH3:4])([CH3:2])[CH3:3], predict the reactants needed to synthesize it. The reactants are: [C:1]([C:5]1[NH:9][C:8]([C:10]([O:12][CH3:13])=[O:11])=[C:7]([N+:14]([O-:16])=[O:15])[CH:6]=1)([CH3:4])([CH3:3])[CH3:2].S(OC)(O[CH3:21])(=O)=O.[OH-].[Na+]. (5) Given the product [OH:1][CH2:2][C:3]([C:6]1[CH:21]=[CH:20][C:9]([C:10]([OH:12])=[O:11])=[CH:8][C:7]=1[O:22][CH3:23])([CH3:4])[CH3:5], predict the reactants needed to synthesize it. The reactants are: [OH:1][CH2:2][C:3]([C:6]1[CH:21]=[CH:20][C:9]([C:10]([O:12]CC2C=CC=CC=2)=[O:11])=[CH:8][C:7]=1[O:22][CH3:23])([CH3:5])[CH3:4].[OH-].[Na+]. (6) Given the product [Cl:13][C:14]1[N:15]=[C:16]([O:21][CH3:22])[N:17]=[C:18]([NH:10][C:9]2[CH:11]=[CH:12][C:6]([N:1]3[CH:5]=[CH:4][N:3]=[CH:2]3)=[CH:7][CH:8]=2)[N:19]=1, predict the reactants needed to synthesize it. The reactants are: [N:1]1([C:6]2[CH:12]=[CH:11][C:9]([NH2:10])=[CH:8][CH:7]=2)[CH:5]=[CH:4][N:3]=[CH:2]1.[Cl:13][C:14]1[N:19]=[C:18](Cl)[N:17]=[C:16]([O:21][CH3:22])[N:15]=1. (7) The reactants are: [C:1]([O:5][C:6]([NH:8][C:9]1[CH:10]=[N:11][C:12]([C:15]([O:17][CH3:18])=[O:16])=[N:13][CH:14]=1)=[O:7])([CH3:4])([CH3:3])[CH3:2].[C:19](=O)([O-])[O-].[Cs+].[Cs+].IC. Given the product [C:1]([O:5][C:6]([N:8]([CH3:19])[C:9]1[CH:14]=[N:13][C:12]([C:15]([O:17][CH3:18])=[O:16])=[N:11][CH:10]=1)=[O:7])([CH3:4])([CH3:3])[CH3:2], predict the reactants needed to synthesize it.